From a dataset of Experimentally validated miRNA-target interactions with 360,000+ pairs, plus equal number of negative samples. Binary Classification. Given a miRNA mature sequence and a target amino acid sequence, predict their likelihood of interaction. (1) The miRNA is hsa-miR-4424 with sequence AGAGUUAACUCAAAAUGGACUA. The protein sequence of the target gene is MSGRVGDLSPKQAETLAKFRENVQDVLPALPNPDDYFLLRWLRARNFDLQKSEALLRKYMEFRKTMDIDHILDWQPPEVIQKYMPGGLCGYDRDGCPVWYDIIGPLDPKGLLFSVTKQDLLKTKMRDCERILHECDLQTERLGKKIETIVMIFDCEGLGLKHFWKPLVEVYQEFFGLLEENYPETLKFMLIVKATKLFPVGYNLMKPFLSEDTRRKIIVLGNNWKEGLLKLISPEELPAQFGGTLTDPDGNPKCLTKINYGGEIPKSMYVRDQVKTQYEHSVQINRGSSHQVEYEILFPG.... Result: 1 (interaction). (2) The miRNA is mmu-miR-541-5p with sequence AAGGGAUUCUGAUGUUGGUCACACU. The protein sequence of the target gene is MSARAAAAKSTAMEETAIWEQHTVTLHRAPGFGFGIAISGGRDNPHFQSGETSIVISDVLKGGPAEGQLQENDRVAMVNGVSMDNVEHAFAVQQLRKSGKNAKITIRRKKKVQIPVSHPDPEPVSDNEDDSYDEEVHDPRAGRGALANRRSEKSWARDRSASRERSLSPRSDRRSVASSQPAKPTKVTLVKSRKNEEYGLRLASHIFVKEISQDSLAARDGNIQEGDVVLKINGTVTENMSLTDAKTLIERSKGKLKMVVQRDERATLLNVPDLSDSIHSANASERDDISEIQSLASDHS.... Result: 1 (interaction). (3) The miRNA is hsa-miR-6875-3p with sequence AUUCUUCCUGCCCUGGCUCCAU. The protein sequence of the target gene is MAPPPAPLLAPRPGETRPGCRKPGTVSFADVAVYFSPEEWGCLRPAQRALYRDVMQETYGHLGALGFPGPKPALISWMEQESEAWSPAAQDPEKGERLGGARRGDVPNRKEEEPEEVPRAKGPRKAPVKESPEVLVERNPDPAISVAPARAQPPKNAAWDPTTGAQPPAPIPSMDAQAGQRRHVCTDCGRRFTYPSLLVSHRRMHSGERPFPCPECGMRFKRKFAVEAHQWIHRSCSGGRRGRRPGIRAVPRAPVRGDRDPPVLFRHYPDIFEECG. Result: 1 (interaction). (4) The miRNA is hsa-miR-509-3p with sequence UGAUUGGUACGUCUGUGGGUAG. The protein sequence of the target gene is MPRGQKSKLRAREKRRKARDETRGLNVPQVTEAEEEEAPCCSSSVSGGAASSSPAAGIPQEPQRAPTTAAAAAAGVSSTKSKKGAKSHQGEKNASSSQASTSTKSPSEDPLTRKSGSLVQFLLYKYKIKKSVTKGEMLKIVGKRFREHFPEILKKASEGLSVVFGLELNKVNPNGHTYTFIDKVDLTDEESLLSSWDFPRRKLLMPLLGVIFLNGNSATEEEIWEFLNMLGVYDGEEHSVFGEPWKLITKDLVQEKYLEYKQVPSSDPPRFQFLWGPRAYAETSKMKVLEFLAKVNGTTP.... Result: 0 (no interaction). (5) The miRNA is hsa-miR-6085 with sequence AAGGGGCUGGGGGAGCACA. The protein sequence of the target gene is MRLTRKRLCSFLIALYCLFSLYAAYHVFFGRRRQAPAGSPRGLRKGAAPARERRGREQSTLESEEWNPWEGDEKNEQQHRFKTSLQILDKSTKGKTDLSVQIWGKAAIGLYLWEHIFEGLLDPSDVTAQWREGKSIVGRTQYSFITGPAVIPGYFSVDVNNVVLILNGREKAKIFYATQWLLYAQNLVQIQKLQHLAVVLLGNEHCDNEWINPFLKRNGGFVELLFIIYDSPWINDVDVFQWPLGVATYRNFPVVEASWSMLHDERPYLCNFLGTIYENSSRQALMNILKKDGNDKLCWV.... Result: 0 (no interaction).